This data is from Catalyst prediction with 721,799 reactions and 888 catalyst types from USPTO. The task is: Predict which catalyst facilitates the given reaction. (1) Reactant: Cl[CH2:2][C:3]1[O:4][C:5]2[CH:11]=[C:10]([C:12]3[C:20]4[C:15](=[CH:16][C:17]([F:21])=[CH:18][CH:19]=4)[N:14]([S:22]([C:25]4[CH:30]=[CH:29][CH:28]=[CH:27][CH:26]=4)(=[O:24])=[O:23])[CH:13]=3)[CH:9]=[CH:8][C:6]=2[N:7]=1.[NH:31]1[CH2:36][CH2:35][NH:34][CH2:33][CH2:32]1. Product: [F:21][C:17]1[CH:16]=[C:15]2[C:20]([C:12]([C:10]3[CH:9]=[CH:8][C:6]4[N:7]=[C:3]([CH2:2][N:31]5[CH2:36][CH2:35][NH:34][CH2:33][CH2:32]5)[O:4][C:5]=4[CH:11]=3)=[CH:13][N:14]2[S:22]([C:25]2[CH:30]=[CH:29][CH:28]=[CH:27][CH:26]=2)(=[O:24])=[O:23])=[CH:19][CH:18]=1. The catalyst class is: 3. (2) Reactant: [CH3:1][O:2][C:3]1[CH:4]=[C:5]([C:13]2[CH:21]=[C:20]3[C:16]([CH:17]=[N:18][NH:19]3)=[CH:15][CH:14]=2)[CH:6]=[CH:7][C:8]=1[O:9][CH2:10][O:11][CH3:12].II.[C:24]([O-])(=[O:26])C.CCCCCC.C(OCC)(=O)C.CCCCCC. Product: [CH3:1][O:2][C:3]1[CH:4]=[C:5]([C:13]2[CH:21]=[C:20]3[C:16]([C:17]([CH:24]=[O:26])=[N:18][NH:19]3)=[CH:15][CH:14]=2)[CH:6]=[CH:7][C:8]=1[O:9][CH2:10][O:11][CH3:12]. The catalyst class is: 758. (3) Reactant: [S:1]1[CH:5]=[CH:4][CH:3]=[C:2]1[C:6](=[O:11])[CH2:7][C:8](=[O:10])[CH3:9].Cl.[N:13]([O-])=[O:14].[Na+]. Product: [OH:14][N:13]=[C:7]([C:8](=[O:10])[CH3:9])[C:6]([C:2]1[S:1][CH:5]=[CH:4][CH:3]=1)=[O:11]. The catalyst class is: 86. (4) Reactant: Cl[C:2]1[N:3]=[N:4][C:5]([N:8]2[CH:12]=[C:11]([C:13]#[C:14][C:15]3[CH:20]=[CH:19][CH:18]=[C:17]([Cl:21])[CH:16]=3)[N:10]=[C:9]2[CH3:22])=[CH:6][CH:7]=1.[CH3:23][O-:24].[Na+].O. Product: [Cl:21][C:17]1[CH:16]=[C:15]([C:14]#[C:13][C:11]2[N:10]=[C:9]([CH3:22])[N:8]([C:5]3[N:4]=[N:3][C:2]([O:24][CH3:23])=[CH:7][CH:6]=3)[CH:12]=2)[CH:20]=[CH:19][CH:18]=1. The catalyst class is: 5. (5) Reactant: [NH:1]1[C:9]2[C:4](=[CH:5][CH:6]=[CH:7][CH:8]=2)[CH:3]=[C:2]1[C:10]([OH:12])=O.C1C=CC2N(O)N=NC=2C=1.CCN(C(C)C)C(C)C.CCN=C=NCCCN(C)C.[NH2:43][C:44]1[C:45]([OH:54])=[C:46]([CH:51]=[CH:52][CH:53]=1)[C:47]([O:49][CH3:50])=[O:48].Cl. Product: [OH:54][C:45]1[C:44]([NH:43][C:10]([C:2]2[NH:1][C:9]3[C:4]([CH:3]=2)=[CH:5][CH:6]=[CH:7][CH:8]=3)=[O:12])=[CH:53][CH:52]=[CH:51][C:46]=1[C:47]([O:49][CH3:50])=[O:48]. The catalyst class is: 18. (6) Reactant: Br[C:2]1[CH:3]=[CH:4][C:5]2[O:9][C:8]3[CH:10]=[C:11]([S:14]([NH:17][C@@H:18]([CH:23]([CH3:25])[CH3:24])[C:19]([O:21][CH3:22])=[O:20])(=[O:16])=[O:15])[CH:12]=[CH:13][C:7]=3[C:6]=2[CH:26]=1.[CH3:27][N:28]1C(=O)CCC1. Product: [C:27]([C:2]1[CH:3]=[CH:4][C:5]2[O:9][C:8]3[CH:10]=[C:11]([S:14]([NH:17][C@@H:18]([CH:23]([CH3:25])[CH3:24])[C:19]([O:21][CH3:22])=[O:20])(=[O:15])=[O:16])[CH:12]=[CH:13][C:7]=3[C:6]=2[CH:26]=1)#[N:28]. The catalyst class is: 267. (7) Reactant: [CH:1](B1OC(C)(C)C(C)(C)O1)=[CH2:2].N#N.Br[C:15]1[C:16]([NH:22][C:23]2[CH:32]=[CH:31][CH:30]=[CH:29][C:24]=2[C:25]([NH:27][CH3:28])=[O:26])=[CH:17][C:18]([Cl:21])=[N:19][CH:20]=1.[O-]P([O-])([O-])=O.[K+].[K+].[K+]. Product: [Cl:21][C:18]1[CH:17]=[C:16]([NH:22][C:23]2[CH:32]=[CH:31][CH:30]=[CH:29][C:24]=2[C:25]([NH:27][CH3:28])=[O:26])[C:15]([CH:1]=[CH2:2])=[CH:20][N:19]=1. The catalyst class is: 398.